Dataset: Catalyst prediction with 721,799 reactions and 888 catalyst types from USPTO. Task: Predict which catalyst facilitates the given reaction. (1) Reactant: [NH:1]1[CH2:6][CH2:5][CH2:4][C@H:3]([NH:7]C(=O)OC(C)(C)C)[CH2:2]1.C(=O)([O-])[O-].[K+].[K+].[Cl:21][CH2:22][C:23]([N:25]1[CH2:30][CH2:29][CH:28](/[CH:31]=[CH:32]/[C:33]2[C:38]([CH3:39])=[CH:37][CH:36]=[CH:35][C:34]=2[CH3:40])[CH2:27][CH2:26]1)=[O:24]. Product: [ClH:21].[ClH:21].[CH3:40][C:34]1[CH:35]=[CH:36][CH:37]=[C:38]([CH3:39])[C:33]=1/[CH:32]=[CH:31]/[CH:28]1[CH2:29][CH2:30][N:25]([C:23](=[O:24])[CH2:22][N:1]2[CH2:6][CH2:5][CH2:4][C@H:3]([NH2:7])[CH2:2]2)[CH2:26][CH2:27]1. The catalyst class is: 10. (2) Reactant: C=O.[C:3]([BH3-])#N.[Na+].[C:7]([O:11][C:12]([N:14]1[CH2:19][CH2:18][CH:17]([CH2:20][NH:21][CH2:22][CH:23]2[CH2:28][CH2:27][N:26]([C:29]([O:31][C:32]([CH3:35])([CH3:34])[CH3:33])=[O:30])[CH2:25][CH2:24]2)[CH2:16][CH2:15]1)=[O:13])([CH3:10])([CH3:9])[CH3:8].[OH-].[Na+]. Product: [C:32]([O:31][C:29]([N:26]1[CH2:27][CH2:28][CH:23]([CH2:22][N:21]([CH3:3])[CH2:20][CH:17]2[CH2:16][CH2:15][N:14]([C:12]([O:11][C:7]([CH3:10])([CH3:9])[CH3:8])=[O:13])[CH2:19][CH2:18]2)[CH2:24][CH2:25]1)=[O:30])([CH3:35])([CH3:34])[CH3:33]. The catalyst class is: 477. (3) Reactant: [C:1]([NH:5][C:6]([C:8]1[C:12]2=[N:13][C:14]([C:17]3[C:25]4[C:20](=[CH:21][CH:22]=[C:23]([O:26][CH:27]([F:29])[F:28])[CH:24]=4)[N:19]([CH2:30][CH2:31][CH2:32][S:33]([CH3:36])(=[O:35])=[O:34])[N:18]=3)=[CH:15][N:16]=[C:11]2[N:10](C(C2C=CC=CC=2)(C2C=CC=CC=2)C2C=CC=CC=2)[CH:9]=1)=[O:7])([CH3:4])([CH3:3])[CH3:2].FC(F)(F)C(O)=O. Product: [C:1]([NH:5][C:6]([C:8]1[C:12]2=[N:13][C:14]([C:17]3[C:25]4[C:20](=[CH:21][CH:22]=[C:23]([O:26][CH:27]([F:29])[F:28])[CH:24]=4)[N:19]([CH2:30][CH2:31][CH2:32][S:33]([CH3:36])(=[O:34])=[O:35])[N:18]=3)=[CH:15][N:16]=[C:11]2[NH:10][CH:9]=1)=[O:7])([CH3:3])([CH3:4])[CH3:2]. The catalyst class is: 4. (4) Product: [CH2:13]([C:15]1[N:16]([C:40]2[CH:45]=[CH:44][C:43]([O:46][CH:47]3[CH2:51][CH2:50][CH2:49][C@H:48]3[OH:52])=[CH:42][CH:41]=2)[C:17](=[O:39])[C:18]([CH2:24][C:25]2[CH:26]=[CH:27][C:28]([C:31]3[CH:36]=[CH:35][CH:34]=[CH:33][C:32]=3[C:37]3[NH:3][C:4](=[O:7])[O:5][N:38]=3)=[CH:29][CH:30]=2)=[C:19]([CH2:21][CH2:22][CH3:23])[N:20]=1)[CH3:14]. Reactant: [Cl-].O[NH3+:3].[C:4](=[O:7])([O-])[OH:5].[Na+].CS(C)=O.[CH2:13]([C:15]1[N:16]([C:40]2[CH:45]=[CH:44][C:43]([O:46][CH:47]3[CH2:51][CH2:50][CH2:49][C@H:48]3[OH:52])=[CH:42][CH:41]=2)[C:17](=[O:39])[C:18]([CH2:24][C:25]2[CH:30]=[CH:29][C:28]([C:31]3[C:32]([C:37]#[N:38])=[CH:33][CH:34]=[CH:35][CH:36]=3)=[CH:27][CH:26]=2)=[C:19]([CH2:21][CH2:22][CH3:23])[N:20]=1)[CH3:14]. The catalyst class is: 6. (5) Reactant: [CH2:1]([O:8][C:9]1[CH:14]=[CH:13][C:12](Br)=[CH:11][C:10]=1[F:16])[C:2]1[CH:7]=[CH:6][CH:5]=[CH:4][CH:3]=1.CC1(C)C(C)(C)OB([C:25]2[CH2:30][CH2:29][N:28]([C:31]([O:33][C:34]([CH3:37])(C)C)=[O:32])[CH2:27][CH:26]=2)O1.O.C([O-])([O-])=O.[Na+].[Na+].[C:46](#N)[CH3:47]. Product: [CH2:1]([O:8][C:9]1[CH:14]=[CH:13][C:12]([C:25]2[CH2:30][CH2:29][N:28]([C:31]([O:33][CH2:34][CH2:37][CH2:46][CH3:47])=[O:32])[CH2:27][CH:26]=2)=[CH:11][C:10]=1[F:16])[C:2]1[CH:7]=[CH:6][CH:5]=[CH:4][CH:3]=1. The catalyst class is: 73. (6) Reactant: [Br:1][C:2]1[CH:7]=[CH:6][C:5]([C:8](=[N:22][O:23][CH2:24][CH3:25])[CH:9]2[CH2:14][CH2:13][N:12]([C:15]3([CH3:21])[CH2:20][CH2:19][NH:18][CH2:17][CH2:16]3)[CH2:11][CH2:10]2)=[CH:4][CH:3]=1.[C:26]1([C:36](O)=[O:37])[C:35]2[C:30](=[CH:31][CH:32]=[CH:33][CH:34]=2)[CH:29]=[CH:28][N:27]=1.CCN(CC)CC.CN(C(ON1N=NC2C=CC=NC1=2)=[N+](C)C)C.F[P-](F)(F)(F)(F)F. Product: [Br:1][C:2]1[CH:7]=[CH:6][C:5]([C:8](=[N:22][O:23][CH2:24][CH3:25])[CH:9]2[CH2:10][CH2:11][N:12]([C:15]3([CH3:21])[CH2:20][CH2:19][N:18]([C:36]([C:26]4[C:35]5[C:30](=[CH:31][CH:32]=[CH:33][CH:34]=5)[CH:29]=[CH:28][N:27]=4)=[O:37])[CH2:17][CH2:16]3)[CH2:13][CH2:14]2)=[CH:4][CH:3]=1. The catalyst class is: 3. (7) Reactant: [F:1][C:2]1[CH:3]=[C:4]([CH:9]2[CH2:13][CH2:12][CH2:11][C:10]2=[O:14])[CH:5]=[CH:6][C:7]=1[F:8].[C:15](Cl)([N:17]=[C:18]=[O:19])=[O:16]. Product: [F:1][C:2]1[CH:3]=[C:4]([CH:9]2[C:10]3[O:14][C:18](=[O:19])[NH:17][C:15](=[O:16])[C:11]=3[CH2:12][CH2:13]2)[CH:5]=[CH:6][C:7]=1[F:8]. The catalyst class is: 13. (8) Reactant: [Cl:1][C:2]1[CH:7]=[C:6]([I:8])[CH:5]=[CH:4][C:3]=1[NH:9][C:10]([NH:12][C:13]1[N:17]=[CH:16][N:15]([CH3:18])[C:14]=1[C:19]([O:21]CC)=O)=[O:11].CC([O-])(C)C.[K+]. Product: [Cl:1][C:2]1[CH:7]=[C:6]([I:8])[CH:5]=[CH:4][C:3]=1[N:9]1[C:19](=[O:21])[C:14]2[N:15]([CH3:18])[CH:16]=[N:17][C:13]=2[NH:12][C:10]1=[O:11]. The catalyst class is: 1.